Dataset: Catalyst prediction with 721,799 reactions and 888 catalyst types from USPTO. Task: Predict which catalyst facilitates the given reaction. (1) Reactant: Cl.[CH3:2][NH2:3].C[Al](C)C.[NH2:8][C:9]1[CH:13]=[C:12]([C:14]([CH3:17])([CH3:16])[CH3:15])[S:11][C:10]=1[C:18]([O:20]C)=O.Cl.[OH-].[K+]. Product: [CH3:2][NH:3][C:18]([C:10]1[S:11][C:12]([C:14]([CH3:17])([CH3:16])[CH3:15])=[CH:13][C:9]=1[NH2:8])=[O:20]. The catalyst class is: 11. (2) Reactant: C(O)(=O)C.[CH3:5][C:6]([CH3:55])([CH3:54])[CH2:7][O:8][C:9](=[O:53])[C:10]([CH3:52])([CH3:51])[C:11]([O:13][CH2:14][O:15][C:16]1[N:17]([C:45]2[N:50]=[CH:49][CH:48]=[CH:47][N:46]=2)[N:18]=[C:19]([CH:21]([NH:35][C:36]2[CH:41]=[CH:40][C:39]([C:42](=[NH:44])[NH2:43])=[CH:38][CH:37]=2)[C:22]2[CH:27]=[C:26]([O:28][CH3:29])[CH:25]=[C:24]([O:30][CH2:31][CH2:32][OH:33])[C:23]=2[F:34])[N:20]=1)=[O:12].CC(N(C)C)=O.[N+](C1C=CC([O:71][C:72](=O)[O:73][CH2:74][C:75]([CH3:78])([CH3:77])[CH3:76])=CC=1)([O-])=O. Product: [CH3:5][C:6]([CH3:55])([CH3:54])[CH2:7][O:8][C:9](=[O:53])[C:10]([CH3:52])([CH3:51])[C:11]([O:13][CH2:14][O:15][C:16]1[N:17]([C:45]2[N:46]=[CH:47][CH:48]=[CH:49][N:50]=2)[N:18]=[C:19]([C@H:21]([NH:35][C:36]2[CH:37]=[CH:38][C:39]([C:42]([NH2:43])=[N:44][C:72]([O:73][CH2:74][C:75]([CH3:78])([CH3:77])[CH3:76])=[O:71])=[CH:40][CH:41]=2)[C:22]2[CH:27]=[C:26]([O:28][CH3:29])[CH:25]=[C:24]([O:30][CH2:31][CH2:32][OH:33])[C:23]=2[F:34])[N:20]=1)=[O:12]. The catalyst class is: 66. (3) Reactant: [CH3:1][N:2]1[CH:9]([CH3:10])[CH2:8][C:7]2([CH3:12])[CH2:11][CH:3]1[CH2:4][C:5]1[CH:16]=[CH:15][CH:14]=[CH:13][C:6]=12.BrC#[N:19]. Product: [CH3:10][CH:9]1[N:2]([C:1]#[N:19])[CH:3]2[CH2:11][C:7]([CH3:12])([C:6]3[CH:13]=[CH:14][CH:15]=[CH:16][C:5]=3[CH2:4]2)[CH2:8]1. The catalyst class is: 2. (4) Reactant: CCCC[N+](CCCC)(CCCC)CCCC.[F-].[Cl:19][C:20]1[CH:25]=[CH:24][CH:23]=[CH:22][C:21]=1[CH:26]([N:38]([C:55]1[C:60]2[N:61](COCC[Si](C)(C)C)[CH:62]=[N:63][C:59]=2[CH:58]=[CH:57][CH:56]=1)[C:39]([C@@H:41]1[CH2:45][CH2:44][C:43](=[O:46])[N:42]1[C:47]1[CH:52]=[C:51]([C:53]#[N:54])[CH:50]=[CH:49][N:48]=1)=[O:40])[C:27]([NH:29][CH:30]1[CH2:35][CH2:34][C:33]([F:37])([F:36])[CH2:32][CH2:31]1)=[O:28]. Product: [NH:61]1[C:60]2[C:55]([N:38]([CH:26]([C:21]3[CH:22]=[CH:23][CH:24]=[CH:25][C:20]=3[Cl:19])[C:27]([NH:29][CH:30]3[CH2:31][CH2:32][C:33]([F:36])([F:37])[CH2:34][CH2:35]3)=[O:28])[C:39]([C@@H:41]3[CH2:45][CH2:44][C:43](=[O:46])[N:42]3[C:47]3[CH:52]=[C:51]([C:53]#[N:54])[CH:50]=[CH:49][N:48]=3)=[O:40])=[CH:56][CH:57]=[CH:58][C:59]=2[N:63]=[CH:62]1. The catalyst class is: 1. (5) Reactant: [ClH:1].[F:2][C:3]1[CH:4]=[C:5]([CH:34]=[C:35]([F:37])[CH:36]=1)[CH2:6][C@H:7]([NH:26]C(=O)OC(C)(C)C)[C@H:8]([OH:25])[CH2:9][NH:10][C@@H:11]1[C:20]2[C:15](=[CH:16][CH:17]=[C:18]([O:21][CH:22]([CH3:24])[CH3:23])[CH:19]=2)[O:14][CH2:13][CH2:12]1. Product: [ClH:1].[NH2:26][C@@H:7]([CH2:6][C:5]1[CH:4]=[C:3]([F:2])[CH:36]=[C:35]([F:37])[CH:34]=1)[C@H:8]([OH:25])[CH2:9][NH:10][C@@H:11]1[C:20]2[C:15](=[CH:16][CH:17]=[C:18]([O:21][CH:22]([CH3:23])[CH3:24])[CH:19]=2)[O:14][CH2:13][CH2:12]1. The catalyst class is: 12.